Dataset: Catalyst prediction with 721,799 reactions and 888 catalyst types from USPTO. Task: Predict which catalyst facilitates the given reaction. (1) Reactant: [Cl-].[CH2:2]([O:6][C:7]1[C:12]2[C:13]([O:16][CH2:17][CH:18]3[CH2:23][CH2:22][NH2+:21][CH2:20][CH2:19]3)=[N:14][O:15][C:11]=2[CH:10]=[CH:9][CH:8]=1)[CH:3]([CH3:5])[CH3:4].[O:24]1[C:26]2([CH2:31][CH2:30][O:29][CH2:28][CH2:27]2)[CH2:25]1.C(N(CC)C(C)C)(C)C. Product: [CH2:2]([O:6][C:7]1[C:12]2[C:13]([O:16][CH2:17][CH:18]3[CH2:23][CH2:22][N:21]([CH2:25][C:26]4([OH:24])[CH2:31][CH2:30][O:29][CH2:28][CH2:27]4)[CH2:20][CH2:19]3)=[N:14][O:15][C:11]=2[CH:10]=[CH:9][CH:8]=1)[CH:3]([CH3:5])[CH3:4]. The catalyst class is: 8. (2) Reactant: [CH:1]1([C:4]2[C:12]3[C:7](=[CH:8][C:9]([C:13]([O:15][CH3:16])=[O:14])=[CH:10][CH:11]=3)[N:6](C(OC(C)(C)C)=O)[N:5]=2)[CH2:3][CH2:2]1.C(O)(C(F)(F)F)=O. Product: [CH:1]1([C:4]2[C:12]3[C:7](=[CH:8][C:9]([C:13]([O:15][CH3:16])=[O:14])=[CH:10][CH:11]=3)[NH:6][N:5]=2)[CH2:2][CH2:3]1. The catalyst class is: 4. (3) Reactant: C(O[BH-](OC(=O)C)OC(=O)C)(=O)C.[Na+].[OH:15][C:16]1[CH:21]=[CH:20][C:19]([C:22]2[CH:27]=[CH:26][C:25]([CH:28]=O)=[CH:24][CH:23]=2)=[CH:18][CH:17]=1.[F:30][C:31]([F:47])([F:46])[O:32][C:33]1[CH:45]=[CH:44][C:36]([O:37][CH:38]2[CH2:43][CH2:42][NH:41][CH2:40][CH2:39]2)=[CH:35][CH:34]=1.C(=O)([O-])[O-].[K+].[K+]. Product: [F:47][C:31]([F:30])([F:46])[O:32][C:33]1[CH:45]=[CH:44][C:36]([O:37][CH:38]2[CH2:39][CH2:40][N:41]([CH2:28][C:25]3[CH:24]=[CH:23][C:22]([C:19]4[CH:18]=[CH:17][C:16]([OH:15])=[CH:21][CH:20]=4)=[CH:27][CH:26]=3)[CH2:42][CH2:43]2)=[CH:35][CH:34]=1. The catalyst class is: 26. (4) Reactant: [CH3:1][S:2](Cl)(=[O:4])=[O:3].[O:6]1[CH2:11][CH2:10][O:9][C:8]2[CH:12]=[C:13]([C:16]([NH:18][C@@H:19]3[CH2:24][CH2:23][N:22]([C:25]([O:27][C:28]([CH3:31])([CH3:30])[CH3:29])=[O:26])[C@@H:21]([C:32]4[N:36]([CH2:37][CH2:38][OH:39])[C:35]5[CH:40]=[CH:41][CH:42]=[CH:43][C:34]=5[N:33]=4)[CH2:20]3)=[O:17])[CH:14]=[CH:15][C:7]1=2.O.C(OCC)(=O)C. Product: [O:6]1[CH2:11][CH2:10][O:9][C:8]2[CH:12]=[C:13]([C:16]([NH:18][C@@H:19]3[CH2:24][CH2:23][N:22]([C:25]([O:27][C:28]([CH3:31])([CH3:30])[CH3:29])=[O:26])[C@@H:21]([C:32]4[N:36]([CH2:37][CH2:38][O:39][S:2]([CH3:1])(=[O:4])=[O:3])[C:35]5[CH:40]=[CH:41][CH:42]=[CH:43][C:34]=5[N:33]=4)[CH2:20]3)=[O:17])[CH:14]=[CH:15][C:7]1=2. The catalyst class is: 377.